Dataset: Forward reaction prediction with 1.9M reactions from USPTO patents (1976-2016). Task: Predict the product of the given reaction. (1) Given the reactants Cl[C:2]1[N:10]=[C:9]([I:11])[N:8]=[C:7]2[C:3]=1[N:4]=[CH:5][N:6]2[CH2:12][C:13]1[CH:18]=[CH:17][CH:16]=[C:15]([CH2:19][C:20]([O:22][CH3:23])=[O:21])[CH:14]=1.[NH3:24], predict the reaction product. The product is: [I:11][C:9]1[N:8]=[C:7]2[C:3]([N:4]=[CH:5][N:6]2[CH2:12][C:13]2[CH:18]=[CH:17][CH:16]=[C:15]([CH2:19][C:20]([O:22][CH3:23])=[O:21])[CH:14]=2)=[C:2]([NH2:24])[N:10]=1. (2) Given the reactants C([O:5]C(NC1CCN([CH2:15][C:16]2N=[C:20](Br)[CH:19]=[CH:18][CH:17]=2)CC1)=O)(C)(C)C.N.[OH:24][S:25]([OH:28])(=O)=[O:26].[CH2:29](O)CO, predict the reaction product. The product is: [OH2:5].[C:16]1([CH3:15])[CH:17]=[CH:18][C:19]([S:25]([OH:28])(=[O:26])=[O:24])=[CH:20][CH:29]=1.